Task: Predict the reactants needed to synthesize the given product.. Dataset: Full USPTO retrosynthesis dataset with 1.9M reactions from patents (1976-2016) The reactants are: [F:1][C:2]1[CH:3]=[C:4]([CH:7]=[CH:8][C:9]=1[S:10][CH3:11])[CH:5]=[O:6].[BH4-].[Na+].O. Given the product [F:1][C:2]1[CH:3]=[C:4]([CH2:5][OH:6])[CH:7]=[CH:8][C:9]=1[S:10][CH3:11], predict the reactants needed to synthesize it.